From a dataset of Forward reaction prediction with 1.9M reactions from USPTO patents (1976-2016). Predict the product of the given reaction. Given the reactants Cl[C:2](=[O:8])[C:3]([O:5][CH2:6][CH3:7])=[O:4].[F:9][C:10]([F:30])([F:29])[C:11]1[CH:28]=[CH:27][CH:26]=[CH:25][C:12]=1[C:13]([N:15]1[CH2:20][CH2:19][N:18]([C:21]([NH:23][NH2:24])=[S:22])[CH2:17][CH2:16]1)=[O:14].C(N(CC)CC)C.C(OCC)(=O)C, predict the reaction product. The product is: [CH2:6]([O:5][C:3](=[O:4])[C:2](=[O:8])[NH:24][NH:23][C:21]([N:18]1[CH2:19][CH2:20][N:15]([C:13](=[O:14])[C:12]2[CH:25]=[CH:26][CH:27]=[CH:28][C:11]=2[C:10]([F:29])([F:9])[F:30])[CH2:16][CH2:17]1)=[S:22])[CH3:7].